This data is from Catalyst prediction with 721,799 reactions and 888 catalyst types from USPTO. The task is: Predict which catalyst facilitates the given reaction. (1) Reactant: [CH3:1][O:2][C:3]1[CH:15]=[C:14]([CH3:16])[C:13]([O:17][CH3:18])=[CH:12][C:4]=1[C:5]([NH:7][NH:8][C:9]([NH2:11])=[NH:10])=O. Product: [CH3:1][O:2][C:3]1[CH:15]=[C:14]([CH3:16])[C:13]([O:17][CH3:18])=[CH:12][C:4]=1[C:5]1[N:10]=[C:9]([NH2:11])[NH:8][N:7]=1. The catalyst class is: 400. (2) Reactant: Cl.C[O:3][C:4](=O)[CH:5]([NH:18][C:19]([O:21][CH2:22][C:23]1[CH:28]=[CH:27][CH:26]=[CH:25][CH:24]=1)=[O:20])[CH2:6][C:7]1[C:8]([CH2:16]Cl)=[C:9]2[C:13](=[CH:14][CH:15]=1)[NH:12][N:11]=[CH:10]2.[CH2:30]([NH2:34])[CH:31]([CH3:33])[CH3:32].C(O)(=O)C. Product: [CH2:22]([O:21][C:19](=[O:20])[NH:18][CH:5]1[C:4](=[O:3])[N:34]([CH2:30][CH:31]([CH3:33])[CH3:32])[CH2:16][C:8]2[C:9]3[CH:10]=[N:11][NH:12][C:13]=3[CH:14]=[CH:15][C:7]=2[CH2:6]1)[C:23]1[CH:28]=[CH:27][CH:26]=[CH:25][CH:24]=1. The catalyst class is: 11. (3) Reactant: [O:1]1[C:5]2[CH:6]=[CH:7][C:8]([CH2:10][C:11]3O[C:13](=O)[C:14]4[C:20]([F:21])=[CH:19][C:18]([N:22]5[CH2:27][CH2:26][N:25]([CH3:28])[CH2:24][CH2:23]5)=[CH:17][C:15]=4[N:16]=3)=[CH:9][C:4]=2[O:3][CH2:2]1.C(=O)(O)O.[NH2:34][NH:35][C:36]([NH2:38])=[NH:37]. Product: [O:1]1[C:5]2[CH:6]=[CH:7][C:8]([CH2:10][C:11]3[N:34]4[N:35]=[C:36]([NH2:38])[N:37]=[C:13]4[C:14]4[C:20]([F:21])=[CH:19][C:18]([N:22]5[CH2:23][CH2:24][N:25]([CH3:28])[CH2:26][CH2:27]5)=[CH:17][C:15]=4[N:16]=3)=[CH:9][C:4]=2[O:3][CH2:2]1. The catalyst class is: 228. (4) Reactant: [CH2:1]([O:3][C:4]([C:6]1[C:7]([OH:27])=[C:8]2[C:16](Br)=[C:15](Br)[N:14]([CH2:19][C:20]3[CH:25]=[CH:24][C:23]([F:26])=[CH:22][CH:21]=3)[C:9]2=[C:10]([C:12]#[N:13])[N:11]=1)=[O:5])[CH3:2].C([O-])=O.[NH4+]. Product: [CH2:1]([O:3][C:4]([C:6]1[C:7]([OH:27])=[C:8]2[CH:16]=[CH:15][N:14]([CH2:19][C:20]3[CH:21]=[CH:22][C:23]([F:26])=[CH:24][CH:25]=3)[C:9]2=[C:10]([C:12]#[N:13])[N:11]=1)=[O:5])[CH3:2]. The catalyst class is: 45. (5) Reactant: [Cl:1][C:2]1[CH:7]=[CH:6][C:5]([C:8]2[N:12]([CH2:13][C:14]3[CH:15]=[C:16]([CH:20]=[CH:21][CH:22]=3)[C:17]([OH:19])=O)[C:11](=[O:23])[N:10]([CH2:24][C:25]([NH:27][C:28]([CH3:40])([C:30]3[CH:35]=[CH:34][CH:33]=[C:32]([C:36]([F:39])([F:38])[F:37])[CH:31]=3)[CH3:29])=[O:26])[N:9]=2)=[CH:4][CH:3]=1.C1C=CC2N(O)N=NC=2C=1.C[CH2:52][N:53]=[C:54]=NCCCN(C)C.Cl.Cl.CNC.C(N(CC)C(C)C)(C)C. Product: [Cl:1][C:2]1[CH:7]=[CH:6][C:5]([C:8]2[N:12]([CH2:13][C:14]3[CH:15]=[C:16]([CH:20]=[CH:21][CH:22]=3)[C:17]([N:53]([CH3:54])[CH3:52])=[O:19])[C:11](=[O:23])[N:10]([CH2:24][C:25]([NH:27][C:28]([CH3:40])([C:30]3[CH:35]=[CH:34][CH:33]=[C:32]([C:36]([F:37])([F:39])[F:38])[CH:31]=3)[CH3:29])=[O:26])[N:9]=2)=[CH:4][CH:3]=1. The catalyst class is: 3. (6) Reactant: [F:1][C:2]1[C:3]([O:15][CH3:16])=[CH:4][C:5]([N+:12]([O-:14])=[O:13])=[C:6]([NH:8]C(=O)C)[CH:7]=1.Cl. Product: [F:1][C:2]1[C:3]([O:15][CH3:16])=[CH:4][C:5]([N+:12]([O-:14])=[O:13])=[C:6]([CH:7]=1)[NH2:8]. The catalyst class is: 8. (7) Reactant: [H-].[Na+].[CH3:3][C:4]1([CH3:11])[CH2:9][CH2:8][C:7](=[O:10])[CH2:6][CH2:5]1.Cl[CH2:13][C:14]([O:16]COC)=[CH2:15].S(=O)(=O)(O)O. Product: [CH3:3][C:4]1([CH3:11])[CH2:9][CH2:8][C:7](=[O:10])[CH:6]([CH2:13][C:14](=[O:16])[CH3:15])[CH2:5]1. The catalyst class is: 11. (8) Reactant: [CH3:1][O:2][C:3](=[O:23])[C:4]1[CH:9]=[C:8]([N:10]2[CH:14]=[CH:13][N:12]=[C:11]2[CH3:15])[C:7]([C:16]([F:19])([F:18])[F:17])=[CH:6][C:5]=1[N+:20]([O-])=O. Product: [CH3:1][O:2][C:3](=[O:23])[C:4]1[CH:9]=[C:8]([N:10]2[CH:14]=[CH:13][N:12]=[C:11]2[CH3:15])[C:7]([C:16]([F:19])([F:17])[F:18])=[CH:6][C:5]=1[NH2:20]. The catalyst class is: 19.